This data is from Peptide-MHC class I binding affinity with 185,985 pairs from IEDB/IMGT. The task is: Regression. Given a peptide amino acid sequence and an MHC pseudo amino acid sequence, predict their binding affinity value. This is MHC class I binding data. (1) The peptide sequence is RQDILDLWIY. The MHC is HLA-A33:01 with pseudo-sequence HLA-A33:01. The binding affinity (normalized) is 0. (2) The peptide sequence is SAPLPIHTA. The MHC is Patr-A0101 with pseudo-sequence Patr-A0101. The binding affinity (normalized) is 0. (3) The peptide sequence is YFESYVRPFV. The MHC is HLA-A26:01 with pseudo-sequence HLA-A26:01. The binding affinity (normalized) is 0.00744. (4) The peptide sequence is NEYTGNYQCG. The MHC is HLA-B45:01 with pseudo-sequence HLA-B45:01. The binding affinity (normalized) is 0.308. (5) The peptide sequence is GLVLHGEAI. The MHC is HLA-B27:05 with pseudo-sequence HLA-B27:05. The binding affinity (normalized) is 0.0847. (6) The peptide sequence is KQYIVATLMK. The MHC is HLA-A11:01 with pseudo-sequence HLA-A11:01. The binding affinity (normalized) is 0.877.